This data is from Reaction yield outcomes from USPTO patents with 853,638 reactions. The task is: Predict the reaction yield, written as a fraction of the theoretical maximum amount of product (1.0 means a 100% yield; for example, 0.34 means a 34% yield). (1) The reactants are [CH:1]([O:4][C:5]1[CH:9]=[C:8]([CH2:10][CH2:11][C:12](OCC)=[O:13])[N:7]([CH2:17][C:18]2[CH:27]=[CH:26][C:25]3[C:20](=[CH:21][CH:22]=[CH:23][CH:24]=3)[N:19]=2)[N:6]=1)([CH3:3])[CH3:2].[H-].C([Al+]CC(C)C)C(C)C.C(O)C.[Cl-].[NH4+]. The catalyst is O1CCCC1.C1(C)C=CC=CC=1. The product is [CH:1]([O:4][C:5]1[CH:9]=[C:8]([CH2:10][CH2:11][CH2:12][OH:13])[N:7]([CH2:17][C:18]2[CH:27]=[CH:26][C:25]3[C:20](=[CH:21][CH:22]=[CH:23][CH:24]=3)[N:19]=2)[N:6]=1)([CH3:3])[CH3:2]. The yield is 0.670. (2) The reactants are [CH:1]([C:4]1[C:5]2[CH:6]=[C:7]([CH3:28])[C:8]([NH:16][C:17]3[CH:27]=[CH:26][C:20]([C:21]([O:23][CH2:24][CH3:25])=[O:22])=[CH:19][CH:18]=3)=[CH:9][C:10]=2[C:11]([CH3:15])([CH3:14])[CH2:12][CH:13]=1)([CH3:3])[CH3:2].[CH:29](=O)[CH3:30]. No catalyst specified. The product is [CH2:29]([N:16]([C:8]1[C:7]([CH3:28])=[CH:6][C:5]2[C:4]([CH:1]([CH3:3])[CH3:2])=[CH:13][CH2:12][C:11]([CH3:14])([CH3:15])[C:10]=2[CH:9]=1)[C:17]1[CH:18]=[CH:19][C:20]([C:21]([O:23][CH2:24][CH3:25])=[O:22])=[CH:26][CH:27]=1)[CH3:30]. The yield is 0.900. (3) The reactants are [Br:1][C:2]1[CH:3]=[C:4]([C:17]([NH:20][C:21]2[CH:26]=[CH:25][C:24]([I:27])=[CH:23][C:22]=2[F:28])=[CH:18][N:19]=1)[C:5]([NH:7][O:8][CH2:9][C@H:10]1[CH2:14]OC(C)(C)[O:11]1)=[O:6].FC(F)(F)[C:31](O)=[O:32].CCOC(C)=O. The catalyst is ClCCl. The product is [Br:1][C:2]1[CH:3]=[C:4]([C:17]([NH:20][C:21]2[CH:26]=[CH:25][C:24]([I:27])=[CH:23][C:22]=2[F:28])=[CH:18][N:19]=1)[C:5]([NH:7][O:8][CH2:9][CH:10]([OH:11])[CH2:14][CH2:31][OH:32])=[O:6]. The yield is 0.560. (4) The reactants are [CH3:1][C@H:2]1[CH2:11][NH:10][C:9]2[C:4](=[CH:5][CH:6]=[CH:7][CH:8]=2)[NH:3]1.[C:12](O[C:12]([O:14][C:15]([CH3:18])([CH3:17])[CH3:16])=[O:13])([O:14][C:15]([CH3:18])([CH3:17])[CH3:16])=[O:13]. The yield is 0.530. The product is [CH3:1][C@@H:2]1[NH:3][C:4]2[C:9](=[CH:8][CH:7]=[CH:6][CH:5]=2)[N:10]([C:12]([O:14][C:15]([CH3:18])([CH3:17])[CH3:16])=[O:13])[CH2:11]1. The catalyst is ClCCl. (5) The reactants are [C:1]([C:3]1[CH:4]=[C:5]([C:12]([O:14]CC)=[O:13])[C:6]2[S:10][CH:9]=[CH:8][C:7]=2[CH:11]=1)#[N:2].[OH-].[Na+]. The catalyst is C1COCC1. The product is [C:1]([C:3]1[CH:4]=[C:5]([C:12]([OH:14])=[O:13])[C:6]2[S:10][CH:9]=[CH:8][C:7]=2[CH:11]=1)#[N:2]. The yield is 0.850. (6) The reactants are O1CCCC1.Br[C:7](Br)([F:9])[F:8].CN(P(N(C)C)N(C)C)C.O=[C:22]([CH3:34])[CH2:23][CH2:24][O:25][C:26](=[O:33])[C:27]1[CH:32]=[CH:31][CH:30]=[CH:29][CH:28]=1. The catalyst is C(OCC)C. The product is [C:26]([O:25][CH2:24][CH2:23][C:22]([CH3:34])=[C:7]([F:9])[F:8])(=[O:33])[C:27]1[CH:32]=[CH:31][CH:30]=[CH:29][CH:28]=1. The yield is 0.720. (7) The reactants are [OH:1][C:2]1[CH:3]=[C:4]2[C:9](=[CH:10][CH:11]=1)[C:8](=[O:12])[CH2:7][CH2:6][CH2:5]2.[CH:13]1([CH2:16][CH2:17]O)[CH2:15][CH2:14]1.C1(P(C2C=CC=CC=2)C2C=CC=CC=2)C=CC=CC=1.CCOC(/N=N/C(OCC)=O)=O. The catalyst is C1COCC1. The product is [CH:13]1([CH2:16][CH2:17][O:1][C:2]2[CH:3]=[C:4]3[C:9](=[CH:10][CH:11]=2)[C:8](=[O:12])[CH2:7][CH2:6][CH2:5]3)[CH2:15][CH2:14]1. The yield is 0.330.